From a dataset of Forward reaction prediction with 1.9M reactions from USPTO patents (1976-2016). Predict the product of the given reaction. (1) Given the reactants Cl[C:2]1[CH:7]=[CH:6][C:5]([N+:8]([O-:10])=[O:9])=[CH:4][C:3]=1[O:11][CH3:12].C(=O)([O-])[O-].[Na+].[Na+].CCN[C:22]1[CH:27]=[CH:26][CH:25]=[CH:24][N:23]=1.C[N:29]1C(=O)C[CH2:31][CH2:30]1, predict the reaction product. The product is: [CH3:12][O:11][C:3]1[CH:4]=[C:5]([N+:8]([O-:10])=[O:9])[CH:6]=[CH:7][C:2]=1[NH:29][CH2:30][CH2:31][C:22]1[CH:27]=[CH:26][CH:25]=[CH:24][N:23]=1. (2) Given the reactants [CH3:1][O:2][C:3]([C:5]1[CH:10]=[C:9]([O:11][C:12]2[CH:17]=[CH:16][C:15]([Cl:18])=[CH:14][C:13]=2[Cl:19])[N:8]=[C:7](Cl)[N:6]=1)=[O:4].[CH2:21]([O:23][C:24]1[CH:25]=[C:26]([CH:35]=[CH:36][C:37]=1[O:38][CH3:39])[CH2:27][N:28]1[CH2:33][CH2:32][CH:31]([NH2:34])[CH2:30][CH2:29]1)[CH3:22], predict the reaction product. The product is: [CH3:1][O:2][C:3]([C:5]1[CH:10]=[C:9]([O:11][C:12]2[CH:17]=[CH:16][C:15]([Cl:18])=[CH:14][C:13]=2[Cl:19])[N:8]=[C:7]([NH:34][CH:31]2[CH2:32][CH2:33][N:28]([CH2:27][C:26]3[CH:35]=[CH:36][C:37]([O:38][CH3:39])=[C:24]([O:23][CH2:21][CH3:22])[CH:25]=3)[CH2:29][CH2:30]2)[N:6]=1)=[O:4].